From a dataset of Reaction yield outcomes from USPTO patents with 853,638 reactions. Predict the reaction yield, written as a fraction of the theoretical maximum amount of product (1.0 means a 100% yield; for example, 0.34 means a 34% yield). (1) The reactants are CN(C)CCNC.C([Li])CCC.[CH3:13][O:14][C:15]1[C:24]2[C:19](=[CH:20][CH:21]=[CH:22][CH:23]=2)[CH:18]=[CH:17][C:16]=1[CH:25]=[O:26].[C:27](=O)=[O:28].Cl. The catalyst is O1CCCC1. The product is [OH:26][C:25]1[O:28][CH:27]=[C:17]2[CH:18]=[C:19]3[C:24](=[C:15]([O:14][CH3:13])[C:16]=12)[CH:23]=[CH:22][CH:21]=[CH:20]3. The yield is 0.0370. (2) The reactants are [F:1][C:2]1[CH:3]=[C:4]2[C:8](=[CH:9][CH:10]=1)[NH:7][C:6](=[O:11])[C:5]2=[O:12].[N+:13]([O-])([OH:15])=[O:14]. The catalyst is OS(O)(=O)=O. The product is [F:1][C:2]1[CH:3]=[C:4]2[C:8](=[C:9]([N+:13]([O-:15])=[O:14])[CH:10]=1)[NH:7][C:6](=[O:11])[C:5]2=[O:12]. The yield is 0.943. (3) The yield is 0.600. The product is [CH3:1][O:2][C:3]([CH:5]1[CH2:10][CH2:9][CH:8]([C:11](=[NH:12])[NH:14][OH:13])[CH2:7][CH2:6]1)=[O:4]. The reactants are [CH3:1][O:2][C:3]([CH:5]1[CH2:10][CH2:9][CH:8]([C:11]#[N:12])[CH2:7][CH2:6]1)=[O:4].[OH:13][NH2:14].C(N(CC)CC)C.Cl.ON. The catalyst is CS(C)=O. (4) The reactants are C([O-])(=O)C.[NH4+:5].[F:6][C:7]1[C:8]([I:22])=[C:9]([CH3:21])[C:10]2[C:15](=O)[O:14]C(=O)[NH:12][C:11]=2[C:18]=1[O:19][CH3:20]. The catalyst is CN(C)C=O. The product is [NH2:12][C:11]1[C:18]([O:19][CH3:20])=[C:7]([F:6])[C:8]([I:22])=[C:9]([CH3:21])[C:10]=1[C:15]([NH2:5])=[O:14]. The yield is 0.960. (5) The reactants are [CH3:1][C:2]1[CH:7]=[CH:6][C:5]([CH:8]([O:13][C:14]2[C:23]([NH:24][S:25]([CH2:28][CH2:29][CH3:30])(=[O:27])=[O:26])=[N:22][C:21]3[C:16](=[CH:17][CH:18]=[CH:19][CH:20]=3)[N:15]=2)[C:9]([F:12])([F:11])[F:10])=[CH:4][N+:3]=1[O-].O.C(=O)([O-])[O-:34].[K+].[K+]. The catalyst is C(OC(=O)C)(=O)C. The product is [F:10][C:9]([F:12])([F:11])[CH:8]([C:5]1[CH:4]=[N:3][C:2]([CH2:1][OH:34])=[CH:7][CH:6]=1)[O:13][C:14]1[C:23]([NH:24][S:25]([CH2:28][CH2:29][CH3:30])(=[O:27])=[O:26])=[N:22][C:21]2[C:16]([N:15]=1)=[CH:17][CH:18]=[CH:19][CH:20]=2. The yield is 0.300. (6) The reactants are [C:1]([C:3]1[CH:8]=[C:7]([C@@H:9]([NH:12][S:13]([C:15]([CH3:18])([CH3:17])[CH3:16])=[O:14])[CH2:10][CH3:11])[CH:6]=[CH:5][N:4]=1)#[N:2].C(=O)([O-])[O-:20].[K+].[K+].OO. The catalyst is CS(C)=O.C(OCC)(=O)C. The product is [CH3:18][C:15]([S:13]([NH:12][C@H:9]([C:7]1[CH:6]=[CH:5][N:4]=[C:3]([C:1]([NH2:2])=[O:20])[CH:8]=1)[CH2:10][CH3:11])=[O:14])([CH3:17])[CH3:16]. The yield is 0.990. (7) No catalyst specified. The reactants are [O:1]=[C:2]1[CH2:11][CH2:10][C:9]2[C:4](=[CH:5][CH:6]=[C:7]([C:12]3[CH:17]=[CH:16][C:15]([C:18]([F:21])([F:20])[F:19])=[CH:14][CH:13]=3)[CH:8]=2)[N:3]1[CH2:22][C:23]([O:25]C(C)(C)C)=[O:24].Cl.O1CCOCC1. The product is [O:1]=[C:2]1[CH2:11][CH2:10][C:9]2[C:4](=[CH:5][CH:6]=[C:7]([C:12]3[CH:13]=[CH:14][C:15]([C:18]([F:20])([F:19])[F:21])=[CH:16][CH:17]=3)[CH:8]=2)[N:3]1[CH2:22][C:23]([OH:25])=[O:24]. The yield is 0.920. (8) The reactants are [CH2:1]([O:8][C:9]1[CH:14]=[CH:13][N:12]([C:15]2[CH:20]=[CH:19][C:18]3[C:21]4[CH2:26][CH2:25][N:24](C(OC(C)(C)C)=O)[CH2:23][C:22]=4[S:34][C:17]=3[CH:16]=2)[C:11](=[O:35])[CH:10]=1)[C:2]1[CH:7]=[CH:6][CH:5]=[CH:4][CH:3]=1.Cl. No catalyst specified. The product is [CH2:1]([O:8][C:9]1[CH:14]=[CH:13][N:12]([C:15]2[CH:20]=[CH:19][C:18]3[C:21]4[CH2:26][CH2:25][NH:24][CH2:23][C:22]=4[S:34][C:17]=3[CH:16]=2)[C:11](=[O:35])[CH:10]=1)[C:2]1[CH:3]=[CH:4][CH:5]=[CH:6][CH:7]=1. The yield is 1.00.